Dataset: Full USPTO retrosynthesis dataset with 1.9M reactions from patents (1976-2016). Task: Predict the reactants needed to synthesize the given product. (1) Given the product [C:3]([O:7][C:8]([N:9]([C:10]1[CH:15]=[CH:14][C:13]([CH3:16])=[CH:12][N:11]=1)[CH2:19][CH2:20][CH2:21][O:22][C:23]1[CH:24]=[CH:25][C:26]([CH2:27][C@@H:28]([C:40]([O:42][CH3:43])=[O:41])[NH:29][C:30](=[O:39])[C:31]2[C:32]([Cl:38])=[CH:33][CH:34]=[CH:35][C:36]=2[Cl:37])=[CH:44][CH:45]=1)=[O:17])([CH3:6])([CH3:5])[CH3:4], predict the reactants needed to synthesize it. The reactants are: [H-].[Na+].[C:3]([O:7][C:8](=[O:17])[NH:9][C:10]1[CH:15]=[CH:14][C:13]([CH3:16])=[CH:12][N:11]=1)([CH3:6])([CH3:5])[CH3:4].Br[CH2:19][CH2:20][CH2:21][O:22][C:23]1[CH:45]=[CH:44][C:26]([CH2:27][C@@H:28]([C:40]([O:42][CH3:43])=[O:41])[NH:29][C:30](=[O:39])[C:31]2[C:36]([Cl:37])=[CH:35][CH:34]=[CH:33][C:32]=2[Cl:38])=[CH:25][CH:24]=1.ClCCl. (2) Given the product [CH:56]1([CH2:59][N:60]2[CH2:65][CH2:64][N:63]([C:31](=[O:33])[CH2:30][C:26]3[C:25]([CH3:34])=[C:24](/[CH:23]=[C:16]4\[C:17](=[O:22])[NH:18][C:19]5[C:15]\4=[CH:14][C:13]([S:10]([CH2:9][C:3]4[C:2]([Cl:1])=[CH:7][CH:6]=[CH:5][C:4]=4[Cl:8])(=[O:12])=[O:11])=[CH:21][CH:20]=5)[NH:28][C:27]=3[CH3:29])[CH2:62][CH2:61]2)[CH2:58][CH2:57]1, predict the reactants needed to synthesize it. The reactants are: [Cl:1][C:2]1[CH:7]=[CH:6][CH:5]=[C:4]([Cl:8])[C:3]=1[CH2:9][S:10]([C:13]1[CH:14]=[C:15]2[C:19](=[CH:20][CH:21]=1)[NH:18][C:17](=[O:22])/[C:16]/2=[CH:23]\[C:24]1[NH:28][C:27]([CH3:29])=[C:26]([CH2:30][C:31]([OH:33])=O)[C:25]=1[CH3:34])(=[O:12])=[O:11].C1C=CC2N(O)N=NC=2C=1.CCN=C=NCCCN(C)C.[CH:56]1([CH2:59][N:60]2[CH2:65][CH2:64][NH:63][CH2:62][CH2:61]2)[CH2:58][CH2:57]1. (3) Given the product [CH2:24]([NH:26][C:27]([NH:1][C:2]1[CH:23]=[CH:22][CH:21]=[CH:20][C:3]=1[CH2:4][C:5]1[CH:6]=[C:7]2[C:12](=[CH:13][CH:14]=1)[NH:11][C:10](=[O:15])[CH:9]=[C:8]2[C:16]([F:19])([F:17])[F:18])=[O:28])[CH3:25], predict the reactants needed to synthesize it. The reactants are: [NH2:1][C:2]1[CH:23]=[CH:22][CH:21]=[CH:20][C:3]=1[CH2:4][C:5]1[CH:6]=[C:7]2[C:12](=[CH:13][CH:14]=1)[NH:11][C:10](=[O:15])[CH:9]=[C:8]2[C:16]([F:19])([F:18])[F:17].[CH2:24]([N:26]=[C:27]=[O:28])[CH3:25]. (4) Given the product [CH3:15][C:13]1([CH3:16])[CH2:14][CH:9]([NH:8][C:6]2[C:5]([C:19]#[N:20])=[CH:4][N:3]=[C:2]([NH:35][C:27]3[CH:28]=[C:29]([N:30]4[CH:34]=[N:33][N:32]=[N:31]4)[C:24]([CH:21]([CH3:22])[CH3:23])=[CH:25][C:26]=3[F:36])[N:7]=2)[CH2:10][C:11]([CH3:18])([CH3:17])[NH:12]1, predict the reactants needed to synthesize it. The reactants are: Cl[C:2]1[N:7]=[C:6]([NH:8][CH:9]2[CH2:14][C:13]([CH3:16])([CH3:15])[NH:12][C:11]([CH3:18])([CH3:17])[CH2:10]2)[C:5]([C:19]#[N:20])=[CH:4][N:3]=1.[CH:21]([C:24]1[C:29]([N:30]2[CH:34]=[N:33][N:32]=[N:31]2)=[CH:28][C:27]([NH2:35])=[C:26]([F:36])[CH:25]=1)([CH3:23])[CH3:22].O.C1(C)C=CC(S(O)(=O)=O)=CC=1.FC1C(NC2CC(C)(C)NC(C)(C)C2)=NC(OC(C)C)=NC=1. (5) Given the product [C:14]([C:12]1[N:13]=[C:9]([N:7]2[CH2:8][CH:5]([S:4][C:38]3[C@H:39]([CH3:62])[C@@H:40]4[C@@H:57]([C@H:58]([OH:60])[CH3:59])[C:56](=[O:61])[N:41]4[C:42]=3[C:43]([O:45][CH2:46][C:47]3[CH:48]=[CH:49][C:50]([N+:53]([O-:55])=[O:54])=[CH:51][CH:52]=3)=[O:44])[CH2:6]2)[S:10][CH:11]=1)(=[O:16])[NH2:15], predict the reactants needed to synthesize it. The reactants are: C([S:4][CH:5]1[CH2:8][N:7]([C:9]2[S:10][CH:11]=[C:12]([C:14](=[O:16])[NH2:15])[N:13]=2)[CH2:6]1)(=O)C.C(O)(=O)C.NN.C1(P(O[C:38]2[C@H:39]([CH3:62])[C@H:40]3[C@@H:57]([C@H:58]([OH:60])[CH3:59])[C:56](=[O:61])[N:41]3[C:42]=2[C:43]([O:45][CH2:46][C:47]2[CH:52]=[CH:51][C:50]([N+:53]([O-:55])=[O:54])=[CH:49][CH:48]=2)=[O:44])(C2C=CC=CC=2)=O)C=CC=CC=1.C(N(C(C)C)CC)(C)C.C(=O)([O-])O.[Na+]. (6) Given the product [Br:16][C:17]1[CH:22]=[CH:21][C:20]([CH2:23][CH2:15][C@H:9]2[C:10]3[C:5](=[CH:4][C:3]([O:2][CH3:1])=[C:12]([O:13][CH3:14])[CH:11]=3)[CH2:6][CH2:7][NH:8]2)=[C:19]([F:25])[CH:18]=1, predict the reactants needed to synthesize it. The reactants are: [CH3:1][O:2][C:3]1[CH:4]=[C:5]2[C:10](=[CH:11][C:12]=1[O:13][CH3:14])[C:9]([CH3:15])=[N:8][CH2:7][CH2:6]2.[Br:16][C:17]1[CH:22]=[CH:21][C:20]([CH2:23]Br)=[C:19]([F:25])[CH:18]=1. (7) Given the product [Cl:1][C:2]1[CH:3]=[C:4]([N:9]2[N:13]=[C:12]3[CH:14]=[CH:15][C:16]([S:18]([CH2:21][CH3:22])(=[O:19])=[O:20])=[CH:17][C:11]3=[N:10]2)[CH:5]=[CH:6][C:7]=1[Cl:8], predict the reactants needed to synthesize it. The reactants are: [Cl:1][C:2]1[CH:3]=[C:4]([N:9]2[N:13]=[C:12]3[CH:14]=[CH:15][C:16]([S:18]([CH3:21])(=[O:20])=[O:19])=[CH:17][C:11]3=[N:10]2)[CH:5]=[CH:6][C:7]=1[Cl:8].[CH3:22][Si]([N-][Si](C)(C)C)(C)C.[Li+].CI.[Cl-].[NH4+].